This data is from NCI-60 drug combinations with 297,098 pairs across 59 cell lines. The task is: Regression. Given two drug SMILES strings and cell line genomic features, predict the synergy score measuring deviation from expected non-interaction effect. (1) Synergy scores: CSS=21.1, Synergy_ZIP=-8.05, Synergy_Bliss=-3.56, Synergy_Loewe=-88.2, Synergy_HSA=-5.17. Drug 2: CC1=C2C(C(=O)C3(C(CC4C(C3C(C(C2(C)C)(CC1OC(=O)C(C(C5=CC=CC=C5)NC(=O)C6=CC=CC=C6)O)O)OC(=O)C7=CC=CC=C7)(CO4)OC(=O)C)O)C)OC(=O)C. Drug 1: CN(C)N=NC1=C(NC=N1)C(=O)N. Cell line: NCI-H226. (2) Drug 1: CCC(=C(C1=CC=CC=C1)C2=CC=C(C=C2)OCCN(C)C)C3=CC=CC=C3.C(C(=O)O)C(CC(=O)O)(C(=O)O)O. Drug 2: CC1C(C(CC(O1)OC2CC(CC3=C2C(=C4C(=C3O)C(=O)C5=C(C4=O)C(=CC=C5)OC)O)(C(=O)CO)O)N)O.Cl. Cell line: COLO 205. Synergy scores: CSS=51.5, Synergy_ZIP=5.02, Synergy_Bliss=4.44, Synergy_Loewe=-1.34, Synergy_HSA=6.09.